Dataset: TCR-epitope binding with 47,182 pairs between 192 epitopes and 23,139 TCRs. Task: Binary Classification. Given a T-cell receptor sequence (or CDR3 region) and an epitope sequence, predict whether binding occurs between them. (1) The epitope is LLLGIGILV. The TCR CDR3 sequence is CASSLGALYGTEAFF. Result: 1 (the TCR binds to the epitope). (2) The epitope is FLYALALLL. The TCR CDR3 sequence is CASSLRSEEQYF. Result: 0 (the TCR does not bind to the epitope).